Predict the reaction yield, written as a fraction of the theoretical maximum amount of product (1.0 means a 100% yield; for example, 0.34 means a 34% yield). From a dataset of Reaction yield outcomes from USPTO patents with 853,638 reactions. (1) The reactants are [CH2:1]([N:5]1[C:14]2[CH2:13][CH2:12][CH2:11][CH2:10][C:9]=2[CH:8]=[C:7](C=O)[C:6]1=[O:17])[CH2:2][CH2:3][CH3:4].ClC1C=CC=C(C(OO)=[O:26])C=1.S([O-])([O-])(=O)=S.[Na+].[Na+].[OH-].[Na+].Cl. The catalyst is C(Cl)Cl. The product is [CH2:1]([N:5]1[C:14]2[CH2:13][CH2:12][CH2:11][CH2:10][C:9]=2[CH:8]=[C:7]([OH:26])[C:6]1=[O:17])[CH2:2][CH2:3][CH3:4]. The yield is 0.540. (2) The reactants are [C:1]([O:5][C:6]([N:8]1[CH2:13][CH2:12][C:11]([C:21]#[N:22])([C:14]2[CH:19]=[CH:18][N:17]=[CH:16][C:15]=2F)[CH2:10][CH2:9]1)=[O:7])([CH3:4])([CH3:3])[CH3:2].C(O[AlH-](OC(C)(C)C)OC(C)(C)C)(C)(C)C.[Li+].[OH-].[Na+].O. The catalyst is C1COCC1.O1CCOCC1.C(OCC)(=O)C. The product is [C:1]([O:5][C:6]([N:8]1[CH2:13][CH2:12][C:11]2([C:14]3[C:19](=[CH:18][N:17]=[CH:16][CH:15]=3)[NH:22][CH2:21]2)[CH2:10][CH2:9]1)=[O:7])([CH3:4])([CH3:3])[CH3:2]. The yield is 0.240. (3) The reactants are Cl.[CH2:2]([N:4]([CH2:17][CH3:18])[C:5]([CH:7]1[CH2:12][CH2:11][CH2:10][N:9]([CH2:13][C:14]([OH:16])=O)[CH2:8]1)=[O:6])[CH3:3].[NH2:19][C@@H:20]([CH2:38][O:39][CH2:40][C:41]1[CH:46]=[CH:45][CH:44]=[CH:43][CH:42]=1)[C:21]([NH:23][C:24]1[CH:29]=[CH:28][C:27]([O:30][C:31]2[CH:36]=[CH:35][C:34]([F:37])=[CH:33][CH:32]=2)=[CH:26][CH:25]=1)=[O:22]. No catalyst specified. The product is [CH2:40]([O:39][CH2:38][C@H:20]([NH:19][C:14](=[O:16])[CH2:13][N:9]1[CH2:10][CH2:11][CH2:12][CH:7]([C:5]([N:4]([CH2:2][CH3:3])[CH2:17][CH3:18])=[O:6])[CH2:8]1)[C:21]([NH:23][C:24]1[CH:29]=[CH:28][C:27]([O:30][C:31]2[CH:36]=[CH:35][C:34]([F:37])=[CH:33][CH:32]=2)=[CH:26][CH:25]=1)=[O:22])[C:41]1[CH:46]=[CH:45][CH:44]=[CH:43][CH:42]=1. The yield is 0.418. (4) The reactants are Br[C:2]1[N:7]=[CH:6][C:5]([CH:8]2[O:13][CH2:12][CH2:11][N:10]([C:14]([O:16][C:17]([CH3:20])([CH3:19])[CH3:18])=[O:15])[CH2:9]2)=[CH:4][C:3]=1[CH3:21].[C:22](=[NH:35])([C:29]1[CH:34]=[CH:33][CH:32]=[CH:31][CH:30]=1)[C:23]1[CH:28]=[CH:27][CH:26]=[CH:25][CH:24]=1.CC(C)([O-])C.[Na+]. The product is [C:23]1([C:22](=[N:35][C:2]2[N:7]=[CH:6][C:5]([CH:8]3[O:13][CH2:12][CH2:11][N:10]([C:14]([O:16][C:17]([CH3:20])([CH3:19])[CH3:18])=[O:15])[CH2:9]3)=[CH:4][C:3]=2[CH3:21])[C:29]2[CH:30]=[CH:31][CH:32]=[CH:33][CH:34]=2)[CH:28]=[CH:27][CH:26]=[CH:25][CH:24]=1. The yield is 0.460. The catalyst is C1(C)C=CC=CC=1. (5) The reactants are [N:1]1([C:6]2[CH:32]=[CH:31][C:9]3[N:10]([C:13]4[CH:14]=[C:15]([NH:27]C(=O)C)[CH:16]=[C:17]([C:19]5[CH:24]=[CH:23][C:22]([F:25])=[CH:21][C:20]=5[F:26])[CH:18]=4)[CH:11]=[N:12][C:8]=3[CH:7]=2)[CH:5]=[CH:4][CH:3]=[N:2]1.[OH-].[Na+]. The catalyst is C(O)C. The product is [N:1]1([C:6]2[CH:32]=[CH:31][C:9]3[N:10]([C:13]4[CH:14]=[C:15]([NH2:27])[CH:16]=[C:17]([C:19]5[CH:24]=[CH:23][C:22]([F:25])=[CH:21][C:20]=5[F:26])[CH:18]=4)[CH:11]=[N:12][C:8]=3[CH:7]=2)[CH:5]=[CH:4][CH:3]=[N:2]1. The yield is 0.690. (6) The reactants are [CH3:1][O:2][C:3]1[CH:4]=[C:5]2[C:10](=[CH:11][C:12]=1[O:13][CH3:14])[N:9]=[CH:8][N:7]=[C:6]2[O:15][C:16]1[CH:22]=[CH:21][C:19]([NH2:20])=[CH:18][CH:17]=1.C1(C)C=CC=CC=1.C(N(CC)CC)C.Cl[C:38](Cl)([O:40]C(=O)OC(Cl)(Cl)Cl)Cl.[Br:49][C:50]1[CH:51]=[C:52]([CH:56]=[CH:57][CH:58]=1)[CH:53]([OH:55])[CH3:54]. The catalyst is C(Cl)Cl. The product is [CH3:1][O:2][C:3]1[CH:4]=[C:5]2[C:10](=[CH:11][C:12]=1[O:13][CH3:14])[N:9]=[CH:8][N:7]=[C:6]2[O:15][C:16]1[CH:22]=[CH:21][C:19]([NH:20][C:38](=[O:40])[O:55][CH:53]([C:52]2[CH:56]=[CH:57][CH:58]=[C:50]([Br:49])[CH:51]=2)[CH3:54])=[CH:18][CH:17]=1. The yield is 0.440. (7) The reactants are Br[C:2]1[CH:7]=[CH:6][C:5]([N:8]([C:25](=[O:34])/[CH:26]=[CH:27]/[C:28]2[CH:33]=[CH:32][CH:31]=[CH:30][CH:29]=2)[CH2:9][C:10]([N:12]2[CH2:16][CH2:15][C@H:14]([NH:17][C:18](=[O:24])[O:19][C:20]([CH3:23])([CH3:22])[CH3:21])[CH2:13]2)=[O:11])=[CH:4][CH:3]=1.C([O-])(=O)C.[K+].[B:40]1([B:40]2[O:44][C:43]([CH3:46])([CH3:45])[C:42]([CH3:48])([CH3:47])[O:41]2)[O:44][C:43]([CH3:46])([CH3:45])[C:42]([CH3:48])([CH3:47])[O:41]1. The product is [CH3:47][C:42]1([CH3:48])[C:43]([CH3:46])([CH3:45])[O:44][B:40]([C:2]2[CH:7]=[CH:6][C:5]([N:8]([C:25](=[O:34])/[CH:26]=[CH:27]/[C:28]3[CH:33]=[CH:32][CH:31]=[CH:30][CH:29]=3)[CH2:9][C:10]([N:12]3[CH2:16][CH2:15][C@H:14]([NH:17][C:18](=[O:24])[O:19][C:20]([CH3:23])([CH3:22])[CH3:21])[CH2:13]3)=[O:11])=[CH:4][CH:3]=2)[O:41]1. The yield is 0.710. The catalyst is CN(C=O)C. (8) The reactants are [N:1]1[CH:6]=[CH:5][CH:4]=[CH:3][C:2]=1[C:7]1[O:11][C:10]([C:12](=[O:14])[CH3:13])=[N:9][CH:8]=1.C[Si]([N-][Si](C)(C)C)(C)C.[K+].[C:25]1([CH2:31][CH2:32][CH2:33][CH2:34][CH:35]=[O:36])[CH:30]=[CH:29][CH:28]=[CH:27][CH:26]=1. The catalyst is C1COCC1. The product is [OH:36][CH:35]([CH2:34][CH2:33][CH2:32][CH2:31][C:25]1[CH:26]=[CH:27][CH:28]=[CH:29][CH:30]=1)[CH2:13][C:12]([C:10]1[O:11][C:7]([C:2]2[CH:3]=[CH:4][CH:5]=[CH:6][N:1]=2)=[CH:8][N:9]=1)=[O:14]. The yield is 0.350. (9) The reactants are [CH3:1][O:2][C:3]([C@H:5]1[N:9]2[C:10](=[O:32])[C:11]([NH2:31])=[C:12]([CH2:20][C:21]3[C:30]4[C:25](=[CH:26][CH:27]=[CH:28][CH:29]=4)[CH:24]=[CH:23][CH:22]=3)[C:13]([C:14]3[CH:19]=[CH:18][CH:17]=[CH:16][CH:15]=3)=[C:8]2[S:7][CH2:6]1)=[O:4].[C:33](Cl)(=[O:37])[CH:34]([CH3:36])[CH3:35].C(Cl)Cl. The catalyst is N1C=CC=CC=1. The product is [CH3:1][O:2][C:3]([C@H:5]1[N:9]2[C:10](=[O:32])[C:11]([NH:31][C:33](=[O:37])[CH:34]([CH3:36])[CH3:35])=[C:12]([CH2:20][C:21]3[C:30]4[C:25](=[CH:26][CH:27]=[CH:28][CH:29]=4)[CH:24]=[CH:23][CH:22]=3)[C:13]([C:14]3[CH:15]=[CH:16][CH:17]=[CH:18][CH:19]=3)=[C:8]2[S:7][CH2:6]1)=[O:4]. The yield is 0.810.